Dataset: Full USPTO retrosynthesis dataset with 1.9M reactions from patents (1976-2016). Task: Predict the reactants needed to synthesize the given product. (1) Given the product [ClH:1].[ClH:1].[CH2:27]([O:26][C:24]([C:23]1[N:19]([CH2:18][C@H:14]2[CH2:13][CH2:12][C@@H:11]3[C@@H:16]([CH2:17][C@@H:8]([C:6]([OH:7])=[O:5])[NH:9][CH2:10]3)[CH2:15]2)[CH:20]=[N:21][CH:22]=1)=[O:25])[CH3:28], predict the reactants needed to synthesize it. The reactants are: [ClH:1].Cl.C([O:5][C:6]([C@@H:8]1[CH2:17][C@@H:16]2[C@@H:11]([CH2:12][CH2:13][C@H:14]([CH2:18][N:19]3[C:23]([C:24]([O:26][CH2:27][CH3:28])=[O:25])=[CH:22][N:21]=[CH:20]3)[CH2:15]2)[CH2:10][NH:9]1)=[O:7])C. (2) Given the product [CH2:1]([N:8]1[CH2:9][C@H:10]([NH:11][C:12](=[O:13])[O:14][CH2:15][C:16]2[CH:21]=[CH:20][CH:19]=[CH:18][CH:17]=2)[C:22](=[O:24])[N:27]([CH2:28][C:29]2[CH:30]=[CH:31][CH:32]=[CH:33][CH:34]=2)[CH2:26][CH2:25]1)[C:2]1[CH:7]=[CH:6][CH:5]=[CH:4][CH:3]=1, predict the reactants needed to synthesize it. The reactants are: [CH2:1]([N:8]([CH2:25][CH2:26][NH:27][CH2:28][C:29]1[CH:34]=[CH:33][CH:32]=[CH:31][CH:30]=1)[CH2:9][C@@H:10]([C:22]([OH:24])=O)[NH:11][C:12]([O:14][CH2:15][C:16]1[CH:21]=[CH:20][CH:19]=[CH:18][CH:17]=1)=[O:13])[C:2]1[CH:7]=[CH:6][CH:5]=[CH:4][CH:3]=1.CN(C)CCCN=C=NCC.ON1C2C=CC=CC=2N=N1.C(N(CC)CC)C. (3) The reactants are: C(Cl)CCl.[NH:5]([C:7]1[C:8]2[N:9]([CH:17]=[CH:18][CH:19]=2)[C:10]2[C:15]([N:16]=1)=[CH:14][CH:13]=[CH:12][CH:11]=2)[NH2:6].[C:20]([CH:27]([CH:31]([NH2:39])[C:32]1[CH:37]=[CH:36][CH:35]=[CH:34][C:33]=1[Cl:38])C(O)=O)(OC(C)(C)C)=[O:21].C(=O)(O)[O-].[Na+].C(O)(C(F)(F)F)=O.C1(OC)C=CC=CC=1. Given the product [NH2:39][CH:31]([C:32]1[CH:37]=[CH:36][CH:35]=[CH:34][C:33]=1[Cl:38])[CH2:27][C:20]([NH:6][NH:5][C:7]1[C:8]2[N:9]([CH:17]=[CH:18][CH:19]=2)[C:10]2[C:15]([N:16]=1)=[CH:14][CH:13]=[CH:12][CH:11]=2)=[O:21], predict the reactants needed to synthesize it. (4) Given the product [CH:1]([S:4]([N:7]1[CH2:8][C:9]2([CH2:14][CH2:13][NH:12][CH2:11]2)[CH2:10]1)(=[O:5])=[O:6])([CH3:3])[CH3:2], predict the reactants needed to synthesize it. The reactants are: [CH:1]([S:4]([N:7]1[CH2:10][C:9]2([CH2:14][CH2:13][N:12](C(OCC3C=CC=CC=3)=O)[CH2:11]2)[CH2:8]1)(=[O:6])=[O:5])([CH3:3])[CH3:2]. (5) Given the product [CH3:1][C:2](=[N:9][NH:10][C:11]([NH2:13])=[O:12])[C:3]([CH3:6])([CH3:5])[CH3:4], predict the reactants needed to synthesize it. The reactants are: [CH3:1][C:2](=O)[C:3]([CH3:6])([CH3:5])[CH3:4].Cl.[NH2:9][NH:10][C:11]([NH2:13])=[O:12].C([O-])(=O)C.[Na+]. (6) Given the product [CH3:13][N:2]([CH3:1])[CH:3]=[CH:4][C:5]([C:7]1[N:11]([CH3:14])[C:10]([CH3:12])=[N:9][CH:8]=1)=[O:6], predict the reactants needed to synthesize it. The reactants are: [CH3:1][N:2]([CH3:13])[CH:3]=[CH:4][C:5]([C:7]1[NH:11][C:10]([CH3:12])=[N:9][CH:8]=1)=[O:6].[CH3:14]N(C(OC)OC)C. (7) Given the product [C:37]([O:36][C@H:6]1[C@H:5]([O:4][C:1](=[O:3])[CH3:2])[C@H:9]([N:10]2[CH:18]=[N:17][C:16]3[C:11]2=[N:12][C:13]([N:28]2[CH2:47][CH:46]([CH2:45][C:44]4[CH:43]=[CH:42][C:41]([Cl:40])=[CH:51][CH:50]=4)[CH2:49]2)=[N:14][C:15]=3[NH:19][CH2:20][CH2:21][C:22]2[CH:27]=[CH:26][CH:25]=[CH:24][CH:23]=2)[O:8][C@@H:7]1[CH2:31][O:32][C:33](=[O:35])[CH3:34])(=[O:39])[CH3:38], predict the reactants needed to synthesize it. The reactants are: [C:1]([O:4][C@@H:5]1[C@H:9]([N:10]2[CH:18]=[N:17][C:16]3[C:11]2=[N:12][C:13]([N+:28]([O-])=O)=[N:14][C:15]=3[NH:19][CH2:20][CH2:21][C:22]2[CH:27]=[CH:26][CH:25]=[CH:24][CH:23]=2)[O:8][C@H:7]([CH2:31][O:32][C:33](=[O:35])[CH3:34])[C@H:6]1[O:36][C:37](=[O:39])[CH3:38])(=[O:3])[CH3:2].[Cl:40][C:41]1[CH:51]=[CH:50][C:44]([CH2:45][CH:46]2[CH2:49]N[CH2:47]2)=[CH:43][CH:42]=1.